This data is from Reaction yield outcomes from USPTO patents with 853,638 reactions. The task is: Predict the reaction yield, written as a fraction of the theoretical maximum amount of product (1.0 means a 100% yield; for example, 0.34 means a 34% yield). The reactants are [Br:1][C:2]1[CH:3]=[C:4]([CH:8]=[O:9])[S:5][C:6]=1[CH3:7].[CH2:10](O)[CH2:11][OH:12].C1(C)C=CC(S(O)(=O)=O)=CC=1. The catalyst is C1(C)C=CC=CC=1. The product is [Br:1][C:2]1[CH:3]=[C:4]([CH:8]2[O:12][CH2:11][CH2:10][O:9]2)[S:5][C:6]=1[CH3:7]. The yield is 0.930.